Dataset: Reaction yield outcomes from USPTO patents with 853,638 reactions. Task: Predict the reaction yield, written as a fraction of the theoretical maximum amount of product (1.0 means a 100% yield; for example, 0.34 means a 34% yield). (1) The reactants are C([O:3][C:4](=O)[C:5]1[CH:10]=[C:9]([O:11][CH2:12][CH3:13])[C:8]([N:14]2[CH:18]=[CH:17][CH:16]=[CH:15]2)=[C:7]([O:19][CH2:20][CH3:21])[CH:6]=1)C.[H-].C([Al+]CC(C)C)C(C)C. The catalyst is C1(C)C=CC=CC=1. The product is [CH2:20]([O:19][C:7]1[CH:6]=[C:5]([CH2:4][OH:3])[CH:10]=[C:9]([O:11][CH2:12][CH3:13])[C:8]=1[N:14]1[CH:15]=[CH:16][CH:17]=[CH:18]1)[CH3:21]. The yield is 1.00. (2) The reactants are CS[C:3]([C:13]1[N:18]=[C:17]([O:19][CH3:20])[CH:16]=[C:15]([O:21][CH3:22])[N:14]=1)([C:5]1[CH:10]=[CH:9][CH:8]=[C:7]([Cl:11])[C:6]=1[NH2:12])[CH3:4].[BH4-].[Na+]. The catalyst is CO.O.O.O.O.O.O.[Ni](Cl)Cl. The product is [NH2:12][C:6]1[C:7]([Cl:11])=[CH:8][CH:9]=[CH:10][C:5]=1[CH:3]([C:13]1[N:14]=[C:15]([O:21][CH3:22])[CH:16]=[C:17]([O:19][CH3:20])[N:18]=1)[CH3:4]. The yield is 0.820. (3) The reactants are [CH3:1][O:2][C:3]1[N:8]=[CH:7][C:6]([CH:9]=O)=[CH:5][CH:4]=1.[CH3:11][O:12][C:13]1[CH:14]=[C:15]([CH:19]=[CH:20][C:21]=1[O:22][CH3:23])[CH2:16][C:17]#[N:18]. No catalyst specified. The product is [CH3:11][O:12][C:13]1[CH:14]=[C:15](/[C:16](=[CH:9]/[C:6]2[CH:7]=[N:8][C:3]([O:2][CH3:1])=[CH:4][CH:5]=2)/[C:17]#[N:18])[CH:19]=[CH:20][C:21]=1[O:22][CH3:23]. The yield is 0.960. (4) The reactants are [NH2:1][C:2]1[CH:3]=[C:4]([CH:21]=[CH:22][C:23]=1[CH2:24][CH3:25])[O:5][C:6]1[CH:7]=[CH:8][C:9]2[N:10]([CH:12]=[C:13]([NH:15][C:16]([CH:18]3[CH2:20][CH2:19]3)=[O:17])[N:14]=2)[N:11]=1.[CH3:26][N:27]1[C:31]([C:32](Cl)=[O:33])=[CH:30][C:29]([CH3:35])=[N:28]1.[OH-].[Na+]. The catalyst is CN1CCCC1=O. The product is [CH:18]1([C:16]([NH:15][C:13]2[N:14]=[C:9]3[CH:8]=[CH:7][C:6]([O:5][C:4]4[CH:21]=[CH:22][C:23]([CH2:24][CH3:25])=[C:2]([NH:1][C:32]([C:31]5[N:27]([CH3:26])[N:28]=[C:29]([CH3:35])[CH:30]=5)=[O:33])[CH:3]=4)=[N:11][N:10]3[CH:12]=2)=[O:17])[CH2:20][CH2:19]1. The yield is 0.610. (5) The reactants are [Cl:1][C:2]1[CH:3]=[C:4]([C:8]2[CH:9]=[C:10]3[C:15](=[O:16])[NH:14][CH2:13][CH:12]([CH2:17][C:18]([O:20]CC)=[O:19])[N:11]3[C:23]=2[C:24]2[CH:29]=[CH:28][CH:27]=[CH:26][CH:25]=2)[CH:5]=[CH:6][CH:7]=1.[OH-].[Li+]. The catalyst is C(O)(C)C.O. The product is [Cl:1][C:2]1[CH:3]=[C:4]([C:8]2[CH:9]=[C:10]3[C:15](=[O:16])[NH:14][CH2:13][CH:12]([CH2:17][C:18]([OH:20])=[O:19])[N:11]3[C:23]=2[C:24]2[CH:29]=[CH:28][CH:27]=[CH:26][CH:25]=2)[CH:5]=[CH:6][CH:7]=1. The yield is 0.850. (6) The reactants are [O:1]=[C:2]([N:10]1[CH2:15][CH2:14][CH2:13][CH2:12][CH:11]1[C:16]([OH:18])=[O:17])[C:3](=[O:9])[C:4]([CH3:8])([CH3:7])[CH2:5][CH3:6].[C:19]1([CH2:25][CH2:26][CH2:27]O)[CH:24]=[CH:23][CH:22]=[CH:21][CH:20]=1.C1(N=C=NC2CCCCC2)CCCCC1.C12(CS(O)(=O)=O)C(C)(C)C(CC1)CC2=O. The catalyst is C(Cl)Cl. The product is [O:1]=[C:2]([N:10]1[CH2:15][CH2:14][CH2:13][CH2:12][CH:11]1[C:16]([O:18][CH2:27][CH2:26][CH2:25][C:19]1[CH:24]=[CH:23][CH:22]=[CH:21][CH:20]=1)=[O:17])[C:3](=[O:9])[C:4]([CH3:7])([CH3:8])[CH2:5][CH3:6]. The yield is 0.930. (7) The reactants are [Cl:1][C:2]1[CH:3]=[C:4]([C:9](=O)[CH2:10][C:11]2[CH:16]=[CH:15][CH:14]=[CH:13][CH:12]=2)[CH:5]=[CH:6][C:7]=1[F:8].[CH2:18]([O:20][C:21]1[CH:22]=[C:23]([CH:26]=[C:27]([N+:30]([O-:32])=[O:31])[C:28]=1[OH:29])[CH:24]=O)[CH3:19].[NH2:33][C:34]([NH2:36])=[O:35].Cl. The catalyst is C(O)C. The product is [Cl:1][C:2]1[CH:3]=[C:4]([C:9]2[NH:36][C:34](=[O:35])[NH:33][CH:24]([C:23]3[CH:26]=[C:27]([N+:30]([O-:32])=[O:31])[C:28]([OH:29])=[C:21]([O:20][CH2:18][CH3:19])[CH:22]=3)[C:10]=2[C:11]2[CH:16]=[CH:15][CH:14]=[CH:13][CH:12]=2)[CH:5]=[CH:6][C:7]=1[F:8]. The yield is 0.174.